This data is from Forward reaction prediction with 1.9M reactions from USPTO patents (1976-2016). The task is: Predict the product of the given reaction. (1) Given the reactants [F:1][C:2]([F:18])([F:17])[C:3]1[CH:8]=[CH:7][C:6]([NH:9][C@H:10]([CH2:15][CH3:16])[CH2:11][C:12]([NH2:14])=[O:13])=[CH:5][CH:4]=1.C(OC(C)C)(C)C.Cl[C:27]([O:29][CH2:30][C:31]1[CH:36]=[CH:35][CH:34]=[CH:33][CH:32]=1)=[O:28].CC(C)([O-])C.[Li+], predict the reaction product. The product is: [CH2:30]([O:29][C:27](=[O:28])[NH:14][C:12](=[O:13])[CH2:11][C@H:10]([NH:9][C:6]1[CH:7]=[CH:8][C:3]([C:2]([F:17])([F:18])[F:1])=[CH:4][CH:5]=1)[CH2:15][CH3:16])[C:31]1[CH:36]=[CH:35][CH:34]=[CH:33][CH:32]=1. (2) Given the reactants [C:1]1(=O)[CH2:6][CH2:5][CH2:4][CH2:3][CH2:2]1.[NH2:8][C:9]1[CH:14]=[CH:13][C:12]([CH3:15])=[CH:11][CH:10]=1.C[Si]([C:20]#[N:21])(C)C, predict the reaction product. The product is: [C:12]1([CH3:15])[CH:13]=[CH:14][C:9]([NH:8][C:1]2([C:20]#[N:21])[CH2:6][CH2:5][CH2:4][CH2:3][CH2:2]2)=[CH:10][CH:11]=1. (3) Given the reactants [CH2:1]([N:8]1[C:12]([CH3:13])=[C:11]([C:14]([OH:16])=O)[N:10]=[N:9]1)[C:2]1[CH:7]=[CH:6][CH:5]=[CH:4][CH:3]=1.[NH2:17][C:18]1[CH:19]=[N:20][CH:21]=[CH:22][CH:23]=1, predict the reaction product. The product is: [N:20]1[CH:21]=[CH:22][CH:23]=[C:18]([NH:17][C:14]([C:11]2[N:10]=[N:9][N:8]([CH2:1][C:2]3[CH:3]=[CH:4][CH:5]=[CH:6][CH:7]=3)[C:12]=2[CH3:13])=[O:16])[CH:19]=1. (4) Given the reactants [NH2:1][CH:2]([C:6]1[CH:11]=[CH:10][C:9]([F:12])=[CH:8][C:7]=1[F:13])[C:3]([OH:5])=[O:4].CCN(CC)CC.[C:21]([O:25][C:26](O[C:26]([O:25][C:21]([CH3:24])([CH3:23])[CH3:22])=[O:27])=[O:27])([CH3:24])([CH3:23])[CH3:22], predict the reaction product. The product is: [CH3:22][C:21]([CH3:24])([O:25][C:26]([NH:1][CH:2]([C:6]1[CH:11]=[CH:10][C:9]([F:12])=[CH:8][C:7]=1[F:13])[C:3]([OH:5])=[O:4])=[O:27])[CH3:23]. (5) Given the reactants [CH:1]1([N:4]([CH2:26][C:27]2[CH:32]=[C:31]([CH2:33][CH2:34][CH2:35][O:36][CH3:37])[CH:30]=[C:29]([O:38][CH2:39][CH2:40][O:41][CH3:42])[CH:28]=2)[C:5]([C@@H:7]2[C@@:12]([OH:18])([C:13]3[S:14][CH:15]=[CH:16][N:17]=3)[CH2:11][CH2:10][N:9](C(OC(C)(C)C)=O)[CH2:8]2)=[O:6])[CH2:3][CH2:2]1.Cl, predict the reaction product. The product is: [CH:1]1([N:4]([CH2:26][C:27]2[CH:32]=[C:31]([CH2:33][CH2:34][CH2:35][O:36][CH3:37])[CH:30]=[C:29]([O:38][CH2:39][CH2:40][O:41][CH3:42])[CH:28]=2)[C:5]([CH:7]2[C:12]([OH:18])([C:13]3[S:14][CH:15]=[CH:16][N:17]=3)[CH2:11][CH2:10][NH:9][CH2:8]2)=[O:6])[CH2:3][CH2:2]1.